From a dataset of M1 muscarinic receptor antagonist screen with 61,756 compounds. Binary Classification. Given a drug SMILES string, predict its activity (active/inactive) in a high-throughput screening assay against a specified biological target. (1) The molecule is O1C(C(=O)N(c2c1ccc(c2)C(=O)NC(C)(C)C)CC(OC(C)C)=O)(C)C. The result is 0 (inactive). (2) The drug is S(=O)(=O)(N1CCCC1)c1c(sc(c1)C)C. The result is 0 (inactive).